This data is from Reaction yield outcomes from USPTO patents with 853,638 reactions. The task is: Predict the reaction yield, written as a fraction of the theoretical maximum amount of product (1.0 means a 100% yield; for example, 0.34 means a 34% yield). (1) The reactants are [CH3:1][C:2]1[N:7]=[CH:6][C:5]([C:8]([NH:10][C:11]2[C:12]([C:22]([OH:24])=O)=[N:13][N:14]([CH:16]3[CH2:21][CH2:20][CH2:19][CH2:18][O:17]3)[CH:15]=2)=[O:9])=[CH:4][CH:3]=1.[F:25][C:26]([F:30])([F:29])[CH2:27][NH2:28].CCN=C=NCCCN(C)C.C1C=CC2N(O)N=NC=2C=1.C(=O)([O-])O.[Na+]. The catalyst is CN(C=O)C. The product is [CH3:1][C:2]1[N:7]=[CH:6][C:5]([C:8]([NH:10][C:11]2[C:12]([C:22]([NH:28][CH2:27][C:26]([F:30])([F:29])[F:25])=[O:24])=[N:13][N:14]([CH:16]3[CH2:21][CH2:20][CH2:19][CH2:18][O:17]3)[CH:15]=2)=[O:9])=[CH:4][CH:3]=1. The yield is 0.620. (2) The reactants are [Li]CCCC.C(NC(C)C)(C)C.[Br:13][C:14]1[CH:18]=[CH:17][S:16][C:15]=1[C:19]([O:21][CH3:22])=[O:20].[I:23]I. The catalyst is CC1OCCC1. The product is [Br:13][C:14]1[CH:18]=[C:17]([I:23])[S:16][C:15]=1[C:19]([O:21][CH3:22])=[O:20]. The yield is 0.460. (3) The reactants are O.[OH-].[Li+].[N:4]1[CH:9]=[CH:8][CH:7]=[CH:6][C:5]=1[CH2:10][N:11]([C:18]([C:20]1[C:29]([NH:30][C:31]([NH:33][C:34]2[C:39]([Cl:40])=[CH:38][C:37]([Cl:41])=[CH:36][C:35]=2[Cl:42])=[O:32])=[CH:28][C:27]2[C:22](=[CH:23][CH:24]=[CH:25][CH:26]=2)[CH:21]=1)=[O:19])[CH2:12][C:13]([O:15]CC)=[O:14].O.Cl. The catalyst is O1CCOCC1. The product is [N:4]1[CH:9]=[CH:8][CH:7]=[CH:6][C:5]=1[CH2:10][N:11]([C:18]([C:20]1[C:29]([NH:30][C:31]([NH:33][C:34]2[C:39]([Cl:40])=[CH:38][C:37]([Cl:41])=[CH:36][C:35]=2[Cl:42])=[O:32])=[CH:28][C:27]2[C:22](=[CH:23][CH:24]=[CH:25][CH:26]=2)[CH:21]=1)=[O:19])[CH2:12][C:13]([OH:15])=[O:14]. The yield is 0.890. (4) The reactants are Cl[C:2]1[N:7]=[C:6]([NH:8][C:9]2[CH:14]=[CH:13][C:12]3[O:15][CH2:16][CH2:17][O:18][C:11]=3[CH:10]=2)[C:5]([F:19])=[CH:4][N:3]=1.[CH:20](N(CC)C(C)C)(C)C.[CH2:29]([O:33][C:34]1[CH:40]=[CH:39][C:37](N)=[CH:36][CH:35]=1)[CH2:30][CH2:31][CH3:32]. The catalyst is C(O)CO. The product is [CH2:29]([O:33][C:34]1[CH:40]=[CH:39][C:37]([NH:7][C:2]2[CH:20]=[C:6]([NH:8][C:9]3[CH:14]=[CH:13][C:12]4[O:15][CH2:16][CH2:17][O:18][C:11]=4[CH:10]=3)[C:5]([F:19])=[CH:4][N:3]=2)=[CH:36][CH:35]=1)[CH2:30][CH2:31][CH3:32]. The yield is 0.490. (5) The reactants are [CH:1]([C:4]1[CH:18]=[C:17]([O:19][CH3:20])[C:16]([O:21][CH3:22])=[CH:15][C:5]=1[CH:6]=NC(C(C)C)C(C)C)([CH3:3])[CH3:2].Cl.C1C[O:27]CC1. No catalyst specified. The product is [CH:1]([C:4]1[CH:18]=[C:17]([O:19][CH3:20])[C:16]([O:21][CH3:22])=[CH:15][C:5]=1[CH:6]=[O:27])([CH3:3])[CH3:2]. The yield is 0.430. (6) The reactants are [S:1]1[C:9]2[C:4](=[N:5][C:6]([C:10]([O:12][CH3:13])=[O:11])=[CH:7][CH:8]=2)[CH:3]=[CH:2]1.BrBr.[Br:16]N1C(=O)CCC1=O.[O-]S([O-])(=S)=O.[Na+].[Na+]. The catalyst is C(Cl)Cl.CC(O)=O.O. The product is [Br:16][C:3]1[C:4]2=[N:5][C:6]([C:10]([O:12][CH3:13])=[O:11])=[CH:7][CH:8]=[C:9]2[S:1][CH:2]=1. The yield is 0.740. (7) The reactants are F[C:2]1[CH:7]=[CH:6][C:5]([N+:8]([O-:10])=[O:9])=[CH:4][CH:3]=1.C(=O)([O-])[O-].[Cs+].[Cs+].[CH2:17]([C:19]1([CH2:23][OH:24])[CH2:22][O:21][CH2:20]1)[CH3:18].O. The catalyst is CS(C)=O. The product is [CH2:17]([C:19]1([CH2:23][O:24][C:2]2[CH:7]=[CH:6][C:5]([N+:8]([O-:10])=[O:9])=[CH:4][CH:3]=2)[CH2:22][O:21][CH2:20]1)[CH3:18]. The yield is 0.980. (8) The product is [CH:1]1([C:7]2([CH3:15])[N:11]([CH3:12])[C:10](=[O:13])[N:9]([CH2:20][C:21](=[O:22])[C:23]3[CH:24]=[N:25][CH:26]=[CH:27][CH:28]=3)[C:8]2=[O:14])[CH2:6][CH2:5][CH2:4][CH:3]=[CH:2]1. The reactants are [CH:1]1([C:7]2([CH3:15])[N:11]([CH3:12])[C:10](=[O:13])[NH:9][C:8]2=[O:14])[CH2:6][CH2:5][CH2:4][CH:3]=[CH:2]1.[H-].[Na+].Br.Br[CH2:20][C:21]([C:23]1[CH:24]=[N:25][CH:26]=[CH:27][CH:28]=1)=[O:22]. The catalyst is CN(C=O)C. The yield is 0.240. (9) The reactants are Br[C:2]1[N:7]=[N:6][C:5]([NH2:8])=[N:4][C:3]=1[C:9]1[CH:14]=[CH:13][CH:12]=[CH:11][CH:10]=1.[NH:15]1[CH:24]2[CH:19]([CH2:20][CH2:21][CH2:22][CH2:23]2)[CH2:18][CH2:17][CH2:16]1. No catalyst specified. The product is [N:15]1([C:2]2[N:7]=[N:6][C:5]([NH2:8])=[N:4][C:3]=2[C:9]2[CH:14]=[CH:13][CH:12]=[CH:11][CH:10]=2)[CH:24]2[CH:19]([CH2:20][CH2:21][CH2:22][CH2:23]2)[CH2:18][CH2:17][CH2:16]1. The yield is 0.0700. (10) The yield is 0.830. The catalyst is C1C=CC([P]([Pd]([P](C2C=CC=CC=2)(C2C=CC=CC=2)C2C=CC=CC=2)([P](C2C=CC=CC=2)(C2C=CC=CC=2)C2C=CC=CC=2)[P](C2C=CC=CC=2)(C2C=CC=CC=2)C2C=CC=CC=2)(C2C=CC=CC=2)C2C=CC=CC=2)=CC=1.COCCOC. The product is [N:14]1([C:4]2[N:5]=[C:6]([N:8]3[CH2:13][CH2:12][O:11][CH2:10][CH2:9]3)[N:7]=[C:2]([C:30]3[CH:31]=[CH:32][C:27]([NH2:26])=[CH:28][CH:29]=3)[N:3]=2)[CH2:19][CH2:18][O:17][CH2:16][CH2:15]1. The reactants are Cl[C:2]1[N:7]=[C:6]([N:8]2[CH2:13][CH2:12][O:11][CH2:10][CH2:9]2)[N:5]=[C:4]([N:14]2[CH2:19][CH2:18][O:17][CH2:16][CH2:15]2)[N:3]=1.C(=O)([O-])[O-].[Na+].[Na+].[NH2:26][C:27]1[CH:32]=[CH:31][C:30](B2OC(C)(C)C(C)(C)O2)=[CH:29][CH:28]=1.